Dataset: Experimentally validated miRNA-target interactions with 360,000+ pairs, plus equal number of negative samples. Task: Binary Classification. Given a miRNA mature sequence and a target amino acid sequence, predict their likelihood of interaction. (1) The miRNA is mmu-miR-466q with sequence GUGCACACACACACAUACGU. The protein sequence of the target gene is MAPAVATWAPGLWRACNALMAAFFALAAVVQVNDPDAELWVVVYMIPAVLTLLVGFNPLVTGNFIWKSVSAIHMLFCALWAGGLAYHFLLHAKQNLLNEEEGRELSGLVIVTAWMALCHSSSKNPGGGRMHLAIAVVITLLPLLSWVYVHMNKEMRSSWPTHCKTVI. Result: 1 (interaction). (2) The miRNA is hsa-miR-525-5p with sequence CUCCAGAGGGAUGCACUUUCU. The protein sequence of the target gene is MASPSGKGSWTPEAPGFGPRALARDLVDSVDDAEGLYVAVERCPLCNTTRRRLTCAKCVQSGDFVYFDGRDRERFIDKKERLSQLKNKQEEFQKEVLKAMEGKRLTDQLRWKIMSCKMRIEQLKQTICKGNEEMKKNSEGLLKNKEKNQKLYSRAQRHQEKKEKIQRHNRKLGDLVEKKTIDLKSHYERLARLRRSHILELTSIIFPIDEVKTSGRDPADVSSETDSAMTSSMVSKLAEARRTTYLSGRWVCDDHNGDTSISITGPWISLPNNGDYSAYYNWVEEKKTTQGPDMEHNNPA.... Result: 0 (no interaction). (3) The miRNA is hsa-miR-136-3p with sequence CAUCAUCGUCUCAAAUGAGUCU. The protein sequence of the target gene is MFRLWLLLAGLCGLLASRPGFQNSLLQIVIPEKIQTNTNDSSEIEYEQISYIIPIDEKLYTVHLKQRYFLADNFMIYLYNQGSMNTYSSDIQTQCYYQGNIEGYPDSMVTLSTCSGLRGILQFENVSYGIEPLESAVEFQHVLYKLKNEDNDIAIFIDRSLKEQPMDDNIFISEKSEPAVPDLFPLYLEMHIVVDKTLYDYWGSDSMIVTNKVIEIVGLANSMFTQFKVTIVLSSLELWSDENKISTVGEADELLQKFLEWKQSYLNLRPHDIAYLLIYMDYPRYLGAVFPGTMCITRYS.... Result: 0 (no interaction).